Dataset: Full USPTO retrosynthesis dataset with 1.9M reactions from patents (1976-2016). Task: Predict the reactants needed to synthesize the given product. (1) Given the product [F:18][C:19]1[CH:24]=[C:23]([F:25])[CH:22]=[CH:21][C:20]=1[C:26]([C:27]1[CH:15]=[CH:14][C:13](=[O:17])[N:32]2[C:31]3[CH2:33][CH:34]([CH3:38])[CH2:35][CH:36]([CH3:37])[C:30]=3[NH:29][C:28]=12)=[O:39], predict the reactants needed to synthesize it. The reactants are: N1(C(N2C=CN=C2)=O)C=CN=C1.[C:13]([OH:17])(=O)[C:14]#[CH:15].[F:18][C:19]1[CH:24]=[C:23]([F:25])[CH:22]=[CH:21][C:20]=1[C:26](=[O:39])[CH2:27][C:28]1[NH:32][C:31]2[CH2:33][CH:34]([CH3:38])[CH2:35][CH:36]([CH3:37])[C:30]=2[N:29]=1. (2) Given the product [OH:18][C:15]1[CH:16]=[CH:17][C:12]([CH:11]=[CH:7][C:1]2[CH:2]=[CH:3][CH:4]=[CH:5][CH:6]=2)=[CH:13][C:14]=1[O:19][CH3:20], predict the reactants needed to synthesize it. The reactants are: [C:1]1([C:7](=[CH:11][C:12]2[CH:17]=[CH:16][C:15]([OH:18])=[C:14]([O:19][CH3:20])[CH:13]=2)C(O)=O)[CH:6]=[CH:5][CH:4]=[CH:3][CH:2]=1.C([O-])(O)=O.[Na+].N1C=CN=C1. (3) Given the product [C:1]([O:5][C:6]([N:8]1[CH2:13][CH2:12][N:11]([CH2:14][C:16]2[CH:21]=[C:20]([C:22]3[CH:27]=[CH:26][C:25]([O:28][CH2:29][O:30][CH3:31])=[CH:24][CH:23]=3)[N:19]=[C:18]3[N:32]([CH:36]4[CH2:41][CH2:40][CH2:39][CH2:38][O:37]4)[N:33]=[C:34]([CH3:35])[C:17]=23)[C@H:10]([CH2:42][C:43]([F:44])([F:45])[F:46])[CH2:9]1)=[O:7])([CH3:4])([CH3:2])[CH3:3], predict the reactants needed to synthesize it. The reactants are: [C:1]([O:5][C:6]([N:8]1[CH2:13][CH2:12][N:11]([C:14]([C:16]2[C:17]3[C:34]([CH3:35])=[N:33][N:32]([CH:36]4[CH2:41][CH2:40][CH2:39][CH2:38][O:37]4)[C:18]=3[N:19]=[C:20]([C:22]3[CH:27]=[CH:26][C:25]([O:28][CH2:29][O:30][CH3:31])=[CH:24][CH:23]=3)[CH:21]=2)=O)[C@H:10]([CH2:42][C:43]([F:46])([F:45])[F:44])[CH2:9]1)=[O:7])([CH3:4])([CH3:3])[CH3:2].B.CSC. (4) Given the product [CH2:7]([O:9][C:10]([C:11]1[N:1]=[C:2]2[N:6]([C:12]=1[CH2:13][CH3:14])[CH:5]=[CH:4][S:3]2)=[O:17])[CH3:8], predict the reactants needed to synthesize it. The reactants are: [NH2:1][C:2]1[S:3][CH:4]=[CH:5][N:6]=1.[CH2:7]([O:9][C:10](=[O:17])[C:11](=O)[CH:12](Br)[CH2:13][CH3:14])[CH3:8]. (5) Given the product [C:18]([O:17][C:15]([NH:14][C:6]1[CH:5]=[C:4]([CH:9]=[C:8]([S:10]([CH3:13])(=[O:12])=[O:11])[CH:7]=1)[C:3]([OH:22])=[O:2])=[O:16])([CH3:21])([CH3:20])[CH3:19], predict the reactants needed to synthesize it. The reactants are: C[O:2][C:3](=[O:22])[C:4]1[CH:9]=[C:8]([S:10]([CH3:13])(=[O:12])=[O:11])[CH:7]=[C:6]([NH:14][C:15]([O:17][C:18]([CH3:21])([CH3:20])[CH3:19])=[O:16])[CH:5]=1.[OH-].[Na+]. (6) Given the product [CH3:28][C:22]1[CH:23]=[N:24][CH:25]=[C:26]([CH3:27])[C:21]=1[NH:20][C:14]1[C:13]2[C:18](=[C:9]([O:8][CH2:7][CH2:6][CH2:5][CH2:4][CH2:3][CH2:2][N:31]3[CH2:36][CH2:35][CH2:34][CH2:33][CH2:32]3)[C:10]([O:29][CH3:30])=[CH:11][CH:12]=2)[NH:17][C:16](=[O:19])[CH:15]=1, predict the reactants needed to synthesize it. The reactants are: Cl[CH2:2][CH2:3][CH2:4][CH2:5][CH2:6][CH2:7][O:8][C:9]1[C:10]([O:29][CH3:30])=[CH:11][CH:12]=[C:13]2[C:18]=1[NH:17][C:16](=[O:19])[CH:15]=[C:14]2[NH:20][C:21]1[C:26]([CH3:27])=[CH:25][N:24]=[CH:23][C:22]=1[CH3:28].[NH:31]1[CH2:36][CH2:35][CH2:34][CH2:33][CH2:32]1.